Predict the reactants needed to synthesize the given product. From a dataset of Full USPTO retrosynthesis dataset with 1.9M reactions from patents (1976-2016). (1) Given the product [CH3:10][O:9][C:3]1([CH2:1][NH2:2])[CH2:8][CH2:7][O:6][CH2:5][CH2:4]1, predict the reactants needed to synthesize it. The reactants are: [C:1]([C:3]1([O:9][CH3:10])[CH2:8][CH2:7][O:6][CH2:5][CH2:4]1)#[N:2].[H-].[Al+3].[Li+].[H-].[H-].[H-].O.O.O.O.O.O.O.O.O.O.S([O-])([O-])(=O)=O.[Na+].[Na+]. (2) Given the product [CH3:27][O:28][C:29]1[CH:30]=[C:31]([NH:32][CH:33]([C:34]2[CH:35]=[N:36][C:37]([O:40][CH3:41])=[CH:38][CH:39]=2)[C:8]([C:10]2[C:18]3[C:13](=[C:14]([CH3:19])[CH:15]=[CH:16][CH:17]=3)[NH:12][CH:11]=2)=[O:9])[CH:42]=[CH:43][CH:44]=1, predict the reactants needed to synthesize it. The reactants are: C(N(CC)CC)C.[CH:8]([C:10]1[C:18]2[C:13](=[C:14]([CH3:19])[CH:15]=[CH:16][CH:17]=2)[N:12](C(OC(C)(C)C)=O)[CH:11]=1)=[O:9].[CH3:27][O:28][C:29]1[CH:30]=[C:31]([CH:42]=[CH:43][CH:44]=1)[N:32]=[CH:33][C:34]1[CH:35]=[N:36][C:37]([O:40][CH3:41])=[CH:38][CH:39]=1. (3) Given the product [CH2:37]([C:32]1[CH:31]=[C:30]([C:26]2[CH:25]=[C:24]([C:22]3[CH2:21][C:20](=[O:39])[NH:19][C:9]4[CH:10]=[C:11]([C:15]([F:17])([F:18])[F:16])[C:12]([CH3:14])=[CH:13][C:8]=4[N:7]=3)[CH:29]=[CH:28][CH:27]=2)[CH:35]=[C:34]([CH3:36])[N:33]=1)[CH3:41], predict the reactants needed to synthesize it. The reactants are: C(OC(=O)[NH:7][C:8]1[CH:13]=[C:12]([CH3:14])[C:11]([C:15]([F:18])([F:17])[F:16])=[CH:10][C:9]=1[NH:19][C:20](=[O:39])[CH2:21][C:22]([C:24]1[CH:29]=[CH:28][CH:27]=[C:26]([C:30]2[CH:35]=[C:34]([CH3:36])[N:33]=[C:32]([CH2:37]C)[CH:31]=2)[CH:25]=1)=O)(C)(C)C.[C:41](O)(C(F)(F)F)=O. (4) Given the product [CH3:15][O:16][C:17](=[O:20])[CH2:18][NH:1][C:2]1[CH:3]=[CH:4][C:5]([N:8]2[CH2:13][CH2:12][O:11][CH2:10][C:9]2=[O:14])=[CH:6][CH:7]=1, predict the reactants needed to synthesize it. The reactants are: [NH2:1][C:2]1[CH:7]=[CH:6][C:5]([N:8]2[CH2:13][CH2:12][O:11][CH2:10][C:9]2=[O:14])=[CH:4][CH:3]=1.[CH3:15][O:16][C:17](=[O:20])[CH2:18]Br.C([O-])([O-])=O.[K+].[K+].O. (5) Given the product [C:33]([C:2]1[CH:3]=[C:4]([CH:8]2[CH2:13][CH2:12][CH2:11][CH2:10][N:9]2[CH2:14][C:15]2[C:23]([CH3:24])=[CH:22][C:21]([CH3:25])=[C:20]3[C:16]=2[CH:17]=[CH:18][N:19]3[C:26]([O:28][C:29]([CH3:30])([CH3:31])[CH3:32])=[O:27])[CH:5]=[CH:6][CH:7]=1)#[N:34], predict the reactants needed to synthesize it. The reactants are: Br[C:2]1[CH:3]=[C:4]([CH:8]2[CH2:13][CH2:12][CH2:11][CH2:10][N:9]2[CH2:14][C:15]2[C:23]([CH3:24])=[CH:22][C:21]([CH3:25])=[C:20]3[C:16]=2[CH:17]=[CH:18][N:19]3[C:26]([O:28][C:29]([CH3:32])([CH3:31])[CH3:30])=[O:27])[CH:5]=[CH:6][CH:7]=1.[CH3:33][N:34](C=O)C. (6) Given the product [N:16]1([C:13]2[CH:12]=[C:11]([C:8]3[N:9]=[N:10][N:6]([CH2:5][C:4]([O:3][CH2:1][CH3:2])=[O:32])[N:7]=3)[O:15][N:14]=2)[CH2:17][CH2:18][NH:19][CH2:20][CH2:21]1, predict the reactants needed to synthesize it. The reactants are: [CH2:1]([O:3][C:4](=[O:32])[CH2:5][N:6]1[N:10]=[N:9][C:8]([C:11]2[O:15][N:14]=[C:13]([N:16]3[CH2:21][CH2:20][N:19](C(OCC4C=CC=CC=4)=O)[CH2:18][CH2:17]3)[CH:12]=2)=[N:7]1)[CH3:2]. (7) Given the product [N+:1]([C:14]1[CH:15]=[CH:16][C:11]([C:17]23[CH2:25][CH:21]4[CH2:22][CH:23]([CH2:24]2)[C:19]([C:26](=[O:28])[CH3:27])([CH2:20]4)[CH2:18]3)=[CH:12][CH:13]=1)([O-:4])=[O:2], predict the reactants needed to synthesize it. The reactants are: [N+:1]([O-:4])(O)=[O:2].S(=O)(=O)(O)O.O.[C:11]1([C:17]23[CH2:25][CH:21]4[CH2:22][CH:23]([CH2:24]2)[C:19]([C:26](=[O:28])[CH3:27])([CH2:20]4)[CH2:18]3)[CH:16]=[CH:15][CH:14]=[CH:13][CH:12]=1.